Dataset: Reaction yield outcomes from USPTO patents with 853,638 reactions. Task: Predict the reaction yield, written as a fraction of the theoretical maximum amount of product (1.0 means a 100% yield; for example, 0.34 means a 34% yield). (1) The reactants are [F:1][C:2]1[CH:3]=[C:4]([C:29]2[C:30]([C:35]#[N:36])=[CH:31][CH:32]=[CH:33][CH:34]=2)[CH:5]=[CH:6][C:7]=1[CH2:8][C:9]1[C:10](=[O:28])[N:11]([C@H:21]2[CH2:26][CH2:25][C@H:24]([OH:27])[CH2:23][CH2:22]2)[C:12]2[N:13]([N:18]=[CH:19][N:20]=2)[C:14]=1[CH2:15][CH2:16][CH3:17].FC(F)(F)S(O[Si](C(C)(C)C)(C)C)(=O)=O.[N:52]1C(C)=CC=CC=1C.[Cl-].O[NH3+].[C:63](=[O:66])([O-])[OH:64].[Na+]. The catalyst is C(OCC)(=O)C.CS(C)=O.O1CCCC1. The product is [F:1][C:2]1[CH:3]=[C:4]([C:29]2[CH:34]=[CH:33][CH:32]=[CH:31][C:30]=2[C:35]2[NH:52][C:63](=[O:66])[O:64][N:36]=2)[CH:5]=[CH:6][C:7]=1[CH2:8][C:9]1[C:10](=[O:28])[N:11]([C@H:21]2[CH2:26][CH2:25][C@H:24]([OH:27])[CH2:23][CH2:22]2)[C:12]2[N:13]([N:18]=[CH:19][N:20]=2)[C:14]=1[CH2:15][CH2:16][CH3:17]. The yield is 0.400. (2) The reactants are [NH2:1][C:2]1[N:3]=[N:4][C:5]([Cl:8])=[CH:6][CH:7]=1.Cl[CH2:10][CH:11]=O.C(=O)(O)[O-].[Na+]. The catalyst is C(O)CCC. The product is [Cl:8][C:5]1[CH:6]=[CH:7][C:2]2[N:3]([CH:10]=[CH:11][N:1]=2)[N:4]=1. The yield is 0.700.